From a dataset of Forward reaction prediction with 1.9M reactions from USPTO patents (1976-2016). Predict the product of the given reaction. Given the reactants [CH3:1][O:2][C:3](=[O:56])[C:4]1[CH:9]=[C:8]([CH2:10][NH:11][C:12](=[O:54])[C:13]2[CH:18]=[CH:17][CH:16]=[C:15]([CH2:19][CH2:20][NH:21][C:22]([C@:24]34[CH2:50][CH2:49][C@@H:48]([C:51]([CH3:53])=[CH2:52])[CH:25]3[CH:26]3[C@@:39]([CH3:42])([CH2:40][CH2:41]4)[C@@:38]4([CH3:43])[CH:29]([C@:30]5([CH3:47])[CH:35]([CH2:36][CH2:37]4)[C:34]([CH3:45])([CH3:44])[C@@H:33]([OH:46])[CH2:32][CH2:31]5)[CH2:28][CH2:27]3)=[O:23])[CH:14]=2)[CH:7]=[CH:6][C:5]=1[OH:55].[Br:57][CH2:58][CH2:59][CH2:60]Br.C(=O)([O-])[O-].[K+].[K+], predict the reaction product. The product is: [CH3:1][O:2][C:3](=[O:56])[C:4]1[CH:9]=[C:8]([CH2:10][NH:11][C:12](=[O:54])[C:13]2[CH:18]=[CH:17][CH:16]=[C:15]([CH2:19][CH2:20][NH:21][C:22]([C@:24]34[CH2:50][CH2:49][C@@H:48]([C:51]([CH3:53])=[CH2:52])[CH:25]3[CH:26]3[C@@:39]([CH3:42])([CH2:40][CH2:41]4)[C@@:38]4([CH3:43])[CH:29]([C@:30]5([CH3:47])[CH:35]([CH2:36][CH2:37]4)[C:34]([CH3:45])([CH3:44])[C@@H:33]([OH:46])[CH2:32][CH2:31]5)[CH2:28][CH2:27]3)=[O:23])[CH:14]=2)[CH:7]=[CH:6][C:5]=1[O:55][CH2:60][CH2:59][CH2:58][Br:57].